From a dataset of HIV replication inhibition screening data with 41,000+ compounds from the AIDS Antiviral Screen. Binary Classification. Given a drug SMILES string, predict its activity (active/inactive) in a high-throughput screening assay against a specified biological target. (1) The drug is CC(C)=CC(=O)CC(=O)C(=O)NCCNC(=O)C(=O)CC(=O)C=C(C)C. The result is 0 (inactive). (2) The compound is CCCC[Sn](CCCC)(CCCC)OC(=O)C(OC(C)=O)c1ccccc1. The result is 0 (inactive). (3) The compound is Cc1cc2nc(-c3ccccc3[N+](=O)[O-])[nH]c2cc1C. The result is 0 (inactive). (4) The drug is CCC(COCC(CC)C(=O)O)C(=O)O. The result is 0 (inactive). (5) The molecule is COc1ccc(NC(=O)C(=O)C2CNC(=O)NC2=O)c(OC)c1. The result is 0 (inactive). (6) The compound is CC(NC(=O)C(=O)NN=C1CC(c2ccccc2)Sc2ccccc21)c1ccccc1. The result is 0 (inactive).